This data is from Forward reaction prediction with 1.9M reactions from USPTO patents (1976-2016). The task is: Predict the product of the given reaction. Given the reactants Cl[C:2]1[CH:11]=[CH:10][C:9]2[C:4](=[C:5]([OH:12])[CH:6]=[CH:7][CH:8]=2)[N:3]=1.[NH:13]1[CH2:18][CH2:17][O:16][CH2:15][CH2:14]1, predict the reaction product. The product is: [O:16]1[CH2:17][CH2:18][N:13]([C:2]2[CH:11]=[CH:10][C:9]3[C:4](=[C:5]([OH:12])[CH:6]=[CH:7][CH:8]=3)[N:3]=2)[CH2:14][CH2:15]1.